This data is from Forward reaction prediction with 1.9M reactions from USPTO patents (1976-2016). The task is: Predict the product of the given reaction. Given the reactants [BH-](OC(C)=O)(OC(C)=O)OC(C)=O.[Na+].[NH2:15][CH2:16][C@@H:17]([NH:26][C:27]1[CH:32]=[CH:31][C:30]([C:33]#[N:34])=[C:29]([Cl:35])[CH:28]=1)[CH2:18][C:19]([O:21][C:22]([CH3:25])([CH3:24])[CH3:23])=[O:20].[CH3:36][C:37]([CH3:41])([CH3:40])[CH:38]=O, predict the reaction product. The product is: [Cl:35][C:29]1[CH:28]=[C:27]([NH:26][C@H:17]([CH2:16][NH:15][CH2:36][C:37]([CH3:41])([CH3:40])[CH3:38])[CH2:18][C:19]([O:21][C:22]([CH3:24])([CH3:23])[CH3:25])=[O:20])[CH:32]=[CH:31][C:30]=1[C:33]#[N:34].